Task: Predict the reaction yield, written as a fraction of the theoretical maximum amount of product (1.0 means a 100% yield; for example, 0.34 means a 34% yield).. Dataset: Reaction yield outcomes from USPTO patents with 853,638 reactions (1) The reactants are [N+:1]([C:4]1[CH:9]=[CH:8][C:7]([C:10]2([CH3:24])[C:19](=[O:20])[C:18]3[C:13](=[CH:14][C:15](Cl)=[CH:16][C:17]=3[Cl:21])[NH:12][C:11]2=[O:23])=[CH:6][CH:5]=1)([O-:3])=[O:2].[CH3:25][N:26]1[CH2:31][CH2:30][NH:29][CH2:28][CH2:27]1. The catalyst is N1C=CC=CC=1. The product is [Cl:21][C:17]1[CH:16]=[C:15]([N:29]2[CH2:30][CH2:31][N:26]([CH3:25])[CH2:27][CH2:28]2)[CH:14]=[C:13]2[C:18]=1[C:19](=[O:20])[C:10]([CH3:24])([C:7]1[CH:6]=[CH:5][C:4]([N+:1]([O-:3])=[O:2])=[CH:9][CH:8]=1)[C:11](=[O:23])[NH:12]2. The yield is 0.460. (2) The yield is 0.920. The reactants are [NH2:1][C:2]1[CH:23]=[CH:22][C:5]([O:6][C:7]2[C:12]([Br:13])=[CH:11][C:10]([CH2:14][CH:15]([F:20])[C:16]([O:18][CH3:19])=[O:17])=[CH:9][C:8]=2[Br:21])=[CH:4][C:3]=1[N+:24]([O-])=O. The product is [NH2:1][C:2]1[CH:23]=[CH:22][C:5]([O:6][C:7]2[C:8]([Br:21])=[CH:9][C:10]([CH2:14][CH:15]([F:20])[C:16]([O:18][CH3:19])=[O:17])=[CH:11][C:12]=2[Br:13])=[CH:4][C:3]=1[NH2:24]. The catalyst is C(OCC)(=O)C.[Pt]=O. (3) The reactants are C(OC([N:8](C(OC(C)(C)C)=O)[C:9]1[C:10]([C:21]2[N:25](C(OC(C)(C)C)=O)[C:24]3[CH:33]=[C:34]([CH3:37])[CH:35]=[CH:36][C:23]=3[N:22]=2)=[N:11][C:12]([NH:15][C:16](=[O:20])[CH2:17][C:18]#[N:19])=[CH:13][N:14]=1)=O)(C)(C)C.C(O)(C(F)(F)F)=O. The catalyst is C(Cl)Cl. The product is [NH2:8][C:9]1[N:14]=[CH:13][C:12]([NH:15][C:16](=[O:20])[CH2:17][C:18]#[N:19])=[N:11][C:10]=1[C:21]1[NH:25][C:24]2[CH:33]=[C:34]([CH3:37])[CH:35]=[CH:36][C:23]=2[N:22]=1. The yield is 0.105. (4) The reactants are [Br:1][C:2]1[CH:3]=[C:4]([C:20]2[CH:25]=[CH:24][N:23]=[CH:22][CH:21]=2)[S:5][C:6]=1[C:7]1[N:11]=[CH:10][N:9](COCC[Si](C)(C)C)[N:8]=1.C(Cl)Cl.FC(F)(F)C(O)=O.C([O-])(O)=O.[Na+]. The catalyst is CCOC(C)=O. The product is [Br:1][C:2]1[CH:3]=[C:4]([C:20]2[CH:25]=[CH:24][N:23]=[CH:22][CH:21]=2)[S:5][C:6]=1[C:7]1[NH:11][CH:10]=[N:9][N:8]=1. The yield is 0.540. (5) The reactants are Cl.[NH2:2][OH:3].N.OC1C=C[CH:9]=[C:10]2[C:15]=1[N:14]=[CH:13][CH:12]=[CH:11]2.C(C1(CC#N)[O:23][CH2:22][CH2:21][O:20]1)(C)C. The catalyst is CO. The product is [OH:3][N:2]=[C:13]([NH2:14])[CH2:12][C:11]1([CH:10]([CH3:9])[CH3:15])[O:23][CH2:22][CH2:21][O:20]1. The yield is 0.940. (6) The reactants are [CH3:1][C:2]1[C:6]([CH3:7])=[C:5]([NH:8][C:9]2[C:18]3[C:13](=[CH:14][CH:15]=[C:16]([S:19][CH:20]4[CH2:25][CH2:24][O:23][CH2:22][CH2:21]4)[CH:17]=3)[N:12]=[CH:11][CH:10]=2)[NH:4][N:3]=1.I(O)(=O)(=O)=[O:27].C(=O)(O)[O-].[Na+].S(=O)(=O)(O)[O-].[Na+]. The catalyst is C1COCC1.[Fe](Cl)(Cl)Cl. The product is [CH3:1][C:2]1[C:6]([CH3:7])=[C:5]([NH:8][C:9]2[C:18]3[C:13](=[CH:14][CH:15]=[C:16]([S:19]([CH:20]4[CH2:25][CH2:24][O:23][CH2:22][CH2:21]4)=[O:27])[CH:17]=3)[N:12]=[CH:11][CH:10]=2)[NH:4][N:3]=1. The yield is 0.301. (7) The reactants are [N+:1]([C:4]1[CH:9]=[CH:8][CH:7]=[C:6]([N+:10]([O-:12])=[O:11])[CH:5]=1)([O-:3])=[O:2].[Br:13]N1C(C)(C)C(=O)N(Br)C1=O. The yield is 0.870. The catalyst is S(=O)(=O)(O)O. The product is [Br:13][C:8]1[CH:9]=[C:4]([N+:1]([O-:3])=[O:2])[CH:5]=[C:6]([N+:10]([O-:12])=[O:11])[CH:7]=1.